Dataset: Full USPTO retrosynthesis dataset with 1.9M reactions from patents (1976-2016). Task: Predict the reactants needed to synthesize the given product. (1) Given the product [NH:10]1[C:6]2[CH:5]=[CH:4][N:3]=[CH:2][C:7]=2[C:8]([C:11]([O:13][CH3:14])=[O:12])=[N:9]1, predict the reactants needed to synthesize it. The reactants are: Cl[C:2]1[C:7]2[C:8]([C:11]([O:13][CH3:14])=[O:12])=[N:9][NH:10][C:6]=2[CH:5]=[CH:4][N:3]=1.C(O)(=O)C. (2) Given the product [Cl:29][C:30]1[CH:31]=[C:32]([C:7]2[CH:16]=[CH:15][C:14]3[O:13][C@@:12]4([CH3:21])[CH2:17][CH2:18][CH2:19][O:20][C@@H:11]4[C@:10]4([CH2:25][O:24][C:23]([NH2:26])=[N:22]4)[C:9]=3[CH:8]=2)[CH:33]=[N:34][CH:35]=1, predict the reactants needed to synthesize it. The reactants are: FC(F)(F)S(O[C:7]1[CH:16]=[CH:15][C:14]2[O:13][C@@:12]3([CH3:21])[CH2:17][CH2:18][CH2:19][O:20][C@@H:11]3[C@:10]3([CH2:25][O:24][C:23]([NH2:26])=[N:22]3)[C:9]=2[CH:8]=1)(=O)=O.[Cl:29][C:30]1[CH:31]=[C:32](B(O)O)[CH:33]=[N:34][CH:35]=1.C([O-])([O-])=O.[Na+].[Na+]. (3) Given the product [F:1][C:2]1[CH:7]=[CH:6][C:5]([N:8]2[CH:11]([C:12]3[CH:17]=[CH:16][C:15]([O:18][CH2:19][CH2:20][CH2:21][CH2:22][N:37]([CH3:36])[CH2:38][CH:39]([OH:48])[CH:40]([OH:47])[CH:41]([OH:46])[CH:42]([OH:45])[CH2:43][OH:44])=[CH:14][CH:13]=3)[CH:10]([CH2:24][CH2:25][CH:26]([C:28]3[CH:33]=[CH:32][C:31]([F:34])=[CH:30][CH:29]=3)[OH:27])[C:9]2=[O:35])=[CH:4][CH:3]=1, predict the reactants needed to synthesize it. The reactants are: [F:1][C:2]1[CH:7]=[CH:6][C:5]([N:8]2[CH:11]([C:12]3[CH:17]=[CH:16][C:15]([O:18][CH2:19][CH2:20][CH2:21][CH2:22]I)=[CH:14][CH:13]=3)[CH:10]([CH2:24][CH2:25][CH:26]([C:28]3[CH:33]=[CH:32][C:31]([F:34])=[CH:30][CH:29]=3)[OH:27])[C:9]2=[O:35])=[CH:4][CH:3]=1.[CH3:36][NH:37][CH2:38][CH:39]([OH:48])[CH:40]([OH:47])[CH:41]([OH:46])[CH:42]([OH:45])[CH2:43][OH:44]. (4) Given the product [ClH:18].[Cl:28][C:29]1[CH:30]=[C:31]2[C:35](=[CH:36][CH:37]=1)[NH:34][C:33]([C:38]([NH:40][C@@H:41]1[CH2:46][CH2:45][CH2:44][CH2:43][C@@H:42]1[NH:47][C:13]([CH:10]1[CH2:9][CH2:8][N:7]([C:4]3[CH:3]=[CH:2][N:1]=[CH:6][CH:5]=3)[CH2:12][CH2:11]1)=[O:15])=[O:39])=[CH:32]2, predict the reactants needed to synthesize it. The reactants are: [N:1]1[CH:6]=[CH:5][C:4]([N:7]2[CH2:12][CH2:11][CH:10]([C:13]([OH:15])=O)[CH2:9][CH2:8]2)=[CH:3][CH:2]=1.S(Cl)([Cl:18])=O.C(N(CC)CC)C.Cl.[Cl:28][C:29]1[CH:30]=[C:31]2[C:35](=[CH:36][CH:37]=1)[NH:34][C:33]([C:38]([NH:40][C@@H:41]1[CH2:46][CH2:45][CH2:44][CH2:43][C@@H:42]1[NH2:47])=[O:39])=[CH:32]2.